This data is from Forward reaction prediction with 1.9M reactions from USPTO patents (1976-2016). The task is: Predict the product of the given reaction. (1) The product is: [CH2:1]([N:8]1[CH2:27][CH2:26][C:11]2[N:12]=[C:13]([C:17]3[CH:22]=[CH:21][CH:20]=[C:19]([N+:23]([O-:25])=[O:24])[CH:18]=3)[N:14]=[C:15]([O:16][CH2:29][C:30]3[CH:39]=[CH:38][C:33]([C:34]([OH:36])=[O:35])=[CH:32][CH:31]=3)[C:10]=2[CH2:9]1)[C:2]1[CH:3]=[CH:4][CH:5]=[CH:6][CH:7]=1. Given the reactants [CH2:1]([N:8]1[CH2:27][CH2:26][C:11]2[N:12]=[C:13]([C:17]3[CH:22]=[CH:21][CH:20]=[C:19]([N+:23]([O-:25])=[O:24])[CH:18]=3)[N:14]=[C:15]([OH:16])[C:10]=2[CH2:9]1)[C:2]1[CH:7]=[CH:6][CH:5]=[CH:4][CH:3]=1.Br[CH2:29][C:30]1[CH:39]=[CH:38][C:33]([C:34]([O:36]C)=[O:35])=[CH:32][CH:31]=1, predict the reaction product. (2) The product is: [N:17]1[C:26]2[C:21](=[CH:22][CH:23]=[CH:24][CH:25]=2)[CH:20]=[CH:19][C:18]=1[N:27]1[CH2:28][CH2:29][N:30]([CH:33]([CH3:40])[CH2:34][CH2:35][CH2:36][C:37]([NH:1][C:2]2[CH2:7][CH2:6][CH2:5][CH2:4][C:3]=2[C:8]([O:10][CH2:11][CH3:12])=[O:9])=[O:38])[CH2:31][CH2:32]1. Given the reactants [NH2:1][C:2]1[CH2:7][CH2:6][CH2:5][CH2:4][C:3]=1[C:8]([O:10][CH2:11][CH3:12])=[O:9].P(Cl)(Cl)Cl.[N:17]1[C:26]2[C:21](=[CH:22][CH:23]=[CH:24][CH:25]=2)[CH:20]=[CH:19][C:18]=1[N:27]1[CH2:32][CH2:31][N:30]([CH:33]([CH3:40])[CH2:34][CH2:35][CH2:36][C:37](O)=[O:38])[CH2:29][CH2:28]1, predict the reaction product. (3) Given the reactants [C:1]([S:5]([NH:7][C:8]([C:13]1[CH:18]=[CH:17][CH:16]=[CH:15][CH:14]=1)([CH3:12])[C:9]([OH:11])=[O:10])=[O:6])([CH3:4])([CH3:3])[CH3:2].[CH3:19][N:20]1[CH2:25][CH2:24][CH:23](O)[CH2:22][CH2:21]1.C1(N=C=NC2CCCCC2)CCCCC1.O.ON1C2C=CC=CC=2N=N1, predict the reaction product. The product is: [C:1]([S:5]([NH:7][C:8]([C:13]1[CH:14]=[CH:15][CH:16]=[CH:17][CH:18]=1)([CH3:12])[C:9]([O:11][CH:23]1[CH2:24][CH2:25][N:20]([CH3:19])[CH2:21][CH2:22]1)=[O:10])=[O:6])([CH3:2])([CH3:3])[CH3:4]. (4) Given the reactants [C:1]([C:5]1[CH:9]=[C:8]([NH:10][C:11]([NH:13][C@@H:14]2[C:23]3[C:18](=[CH:19][CH:20]=[CH:21][CH:22]=3)[C@H:17]([O:24][C:25]3[CH:26]=[CH:27][C:28]4[N:29]([C:31]([N:34]5[CH2:39][CH2:38][CH2:37][CH2:36][CH2:35]5)=[N:32][N:33]=4)[CH:30]=3)[CH2:16][CH2:15]2)=[O:12])[N:7]([C:40]2[CH:41]=[N:42][N:43]([CH2:45][CH2:46]OS(C)(=O)=O)[CH:44]=2)[N:6]=1)([CH3:4])([CH3:3])[CH3:2].[CH3:52][NH:53][CH3:54], predict the reaction product. The product is: [C:1]([C:5]1[CH:9]=[C:8]([NH:10][C:11]([NH:13][C@@H:14]2[C:23]3[C:18](=[CH:19][CH:20]=[CH:21][CH:22]=3)[C@H:17]([O:24][C:25]3[CH:26]=[CH:27][C:28]4[N:29]([C:31]([N:34]5[CH2:35][CH2:36][CH2:37][CH2:38][CH2:39]5)=[N:32][N:33]=4)[CH:30]=3)[CH2:16][CH2:15]2)=[O:12])[N:7]([C:40]2[CH:41]=[N:42][N:43]([CH2:45][CH2:46][N:53]([CH3:54])[CH3:52])[CH:44]=2)[N:6]=1)([CH3:2])([CH3:3])[CH3:4]. (5) Given the reactants [NH2:1][C:2]([NH2:4])=[S:3].[CH3:5][CH:6]([CH3:14])[C:7](=O)[CH2:8][C:9](OC)=[O:10].C([O-])([O-])=O.[K+].[K+].Cl, predict the reaction product. The product is: [CH:6]([C:7]1[N:4]=[C:2]([SH:3])[N:1]=[C:9]([OH:10])[CH:8]=1)([CH3:14])[CH3:5].